This data is from Peptide-MHC class II binding affinity with 134,281 pairs from IEDB. The task is: Regression. Given a peptide amino acid sequence and an MHC pseudo amino acid sequence, predict their binding affinity value. This is MHC class II binding data. (1) The peptide sequence is PAADKFKTFEAAFTS. The MHC is HLA-DPA10301-DPB10402 with pseudo-sequence HLA-DPA10301-DPB10402. The binding affinity (normalized) is 0.174. (2) The peptide sequence is STTVSTEQNVPDPQV. The MHC is DRB1_1501 with pseudo-sequence DRB1_1501. The binding affinity (normalized) is 0.0583. (3) The peptide sequence is ASIVKASFEEGKCGL. The MHC is DRB5_0101 with pseudo-sequence DRB5_0101. The binding affinity (normalized) is 0.535. (4) The peptide sequence is PANDKFTVFEAAFNNAIKAS. The MHC is DRB3_0202 with pseudo-sequence DRB3_0202. The binding affinity (normalized) is 0.999. (5) The peptide sequence is NIRQAGVQY. The MHC is HLA-DQA10301-DQB10301 with pseudo-sequence HLA-DQA10301-DQB10301. The binding affinity (normalized) is 0.150. (6) The MHC is HLA-DPA10201-DPB10101 with pseudo-sequence HLA-DPA10201-DPB10101. The binding affinity (normalized) is 0.0350. The peptide sequence is PGESRHTSDHMSIYK. (7) The peptide sequence is LQGPFNFRFLTEKGMKNVFDDVVPEKYTIG. The MHC is DRB1_0404 with pseudo-sequence DRB1_0404. The binding affinity (normalized) is 0.365. (8) The peptide sequence is ASLTEALRVIAGALE. The MHC is HLA-DPA10103-DPB10301 with pseudo-sequence HLA-DPA10103-DPB10301. The binding affinity (normalized) is 0.224.